Predict which catalyst facilitates the given reaction. From a dataset of Catalyst prediction with 721,799 reactions and 888 catalyst types from USPTO. (1) Reactant: [O:1]([C:8]1[CH:28]=[CH:27][C:11]([O:12][C:13]2[C:14]3[N:21]([C@@H:22]4[CH2:26][CH2:25][NH:24][CH2:23]4)[CH:20]=[CH:19][C:15]=3[N:16]=[CH:17][N:18]=2)=[CH:10][CH:9]=1)[C:2]1[CH:7]=[CH:6][CH:5]=[CH:4][CH:3]=1.C(=O)(O)[O-].[Na+].[C:34](Br)#[N:35]. Product: [O:1]([C:8]1[CH:28]=[CH:27][C:11]([O:12][C:13]2[C:14]3[N:21]([CH:22]4[CH2:26][CH2:25][N:24]([C:34]#[N:35])[CH2:23]4)[CH:20]=[CH:19][C:15]=3[N:16]=[CH:17][N:18]=2)=[CH:10][CH:9]=1)[C:2]1[CH:7]=[CH:6][CH:5]=[CH:4][CH:3]=1. The catalyst class is: 46. (2) Reactant: N#N.C([SiH2][O:8][C:9](C)(C)[C:10]1[CH:15]=[CH:14][N:13]=[C:12]([C:16](=[O:18])[CH3:17])[CH:11]=1)(C)(C)C.CCCC[N+](CCCC)(CCCC)CCCC.[F-]. Product: [OH:8][CH2:9][C:10]1[CH:15]=[CH:14][N:13]=[C:12]([C:16](=[O:18])[CH3:17])[CH:11]=1. The catalyst class is: 721. (3) Reactant: [F:1][C:2]1[CH:22]=[CH:21][C:5]([CH2:6][N:7]2[C:11]3=[CH:12][N:13]=[C:14]([C:17]([O:19][CH3:20])=[O:18])[C:15]([OH:16])=[C:10]3[CH:9]=[CH:8]2)=[CH:4][CH:3]=1.[H-].[Na+].I[CH3:26]. Product: [F:1][C:2]1[CH:3]=[CH:4][C:5]([CH2:6][N:7]2[C:11]3=[CH:12][N:13]=[C:14]([C:17]([O:19][CH3:20])=[O:18])[C:15]([O:16][CH3:26])=[C:10]3[CH:9]=[CH:8]2)=[CH:21][CH:22]=1. The catalyst class is: 3. (4) Reactant: [CH3:1][C:2]1([CH3:13])[NH:7][C:6](=O)[C:5]2[CH:9]=[CH:10][CH:11]=[CH:12][C:4]=2[O:3]1.P(Cl)(Cl)(Cl)(Cl)[Cl:15]. Product: [Cl:15][C:6]1[C:5]2[CH:9]=[CH:10][CH:11]=[CH:12][C:4]=2[O:3][C:2]([CH3:13])([CH3:1])[N:7]=1. The catalyst class is: 265. (5) Reactant: [F:1][C:2]([F:36])([F:35])[O:3][C:4]1[CH:9]=[CH:8][C:7]([C:10]2[S:14][C:13]([NH:15][C:16]([NH:18][C:19]3[C:24]([CH3:25])=[CH:23][C:22]([CH3:26])=[CH:21][C:20]=3[CH3:27])=[O:17])=[C:12]([C:28]([O:30]C(C)(C)C)=[O:29])[CH:11]=2)=[CH:6][CH:5]=1.C(O)(C(F)(F)F)=O. Product: [F:36][C:2]([F:1])([F:35])[O:3][C:4]1[CH:5]=[CH:6][C:7]([C:10]2[S:14][C:13]([NH:15][C:16]([NH:18][C:19]3[C:24]([CH3:25])=[CH:23][C:22]([CH3:26])=[CH:21][C:20]=3[CH3:27])=[O:17])=[C:12]([C:28]([OH:30])=[O:29])[CH:11]=2)=[CH:8][CH:9]=1. The catalyst class is: 22.